This data is from Forward reaction prediction with 1.9M reactions from USPTO patents (1976-2016). The task is: Predict the product of the given reaction. (1) Given the reactants [F:1][C:2]1[CH:7]=[CH:6][C:5]([C:8]2[O:9][C:10]([CH3:22])=[C:11]([CH2:13][O:14][CH:15]3[CH2:20][CH2:19][CH2:18][CH:17]([OH:21])[CH2:16]3)[N:12]=2)=[CH:4][CH:3]=1.[N+:23]([C:26]1[CH:33]=[CH:32][CH:31]=[CH:30][C:27]=1[CH2:28]Br)([O-:25])=[O:24].[OH-].[Cs+], predict the reaction product. The product is: [F:1][C:2]1[CH:3]=[CH:4][C:5]([C:8]2[O:9][C:10]([CH3:22])=[C:11]([CH2:13][O:14][C@H:15]3[CH2:20][CH2:19][CH2:18][C@@H:17]([O:21][CH2:28][C:27]4[CH:30]=[CH:31][CH:32]=[CH:33][C:26]=4[N+:23]([O-:25])=[O:24])[CH2:16]3)[N:12]=2)=[CH:6][CH:7]=1. (2) The product is: [C:23]([N:13]1[C@H:8]([C:5]2[CH:4]=[CH:3][C:2]([Cl:1])=[CH:7][CH:6]=2)[CH2:9][O:10][CH2:11][C@@H:12]1/[CH:14]=[CH:15]/[C:16]([O:18][CH3:19])=[O:17])(=[O:24])[CH2:22][CH:20]=[CH2:21].[C:23]([N:13]1[C@H:8]([C:5]2[CH:4]=[CH:3][C:2]([Cl:1])=[CH:7][CH:6]=2)[CH2:9][O:10][CH2:11][C@@H:12]1/[CH:14]=[CH:15]\[C:16]([O:18][CH3:19])=[O:17])(=[O:24])[CH2:22][CH:20]=[CH2:21]. Given the reactants [Cl:1][C:2]1[CH:7]=[CH:6][C:5]([C@H:8]2[NH:13][C@@H:12]([CH:14]=[CH:15][C:16]([O:18][CH3:19])=[O:17])[CH2:11][O:10][CH2:9]2)=[CH:4][CH:3]=1.[CH:20]([CH2:22][C:23](O)=[O:24])=[CH2:21].O=C1N(P(Cl)(N2CCOC2=O)=O)CCO1.Cl, predict the reaction product. (3) Given the reactants [N+:1]([C:4]1[CH:5]=[C:6]2[C:10](=[CH:11][CH:12]=1)[C:9](=[O:13])[N:8]([CH2:14][CH:15]([C:20]1([CH3:25])OCC[O:21]1)[C:16]([O:18][CH3:19])=[O:17])[C:7]2=[O:26])([O-:3])=[O:2].O.C1(C)C=CC(S(O)(=O)=O)=CC=1, predict the reaction product. The product is: [N+:1]([C:4]1[CH:5]=[C:6]2[C:10](=[CH:11][CH:12]=1)[C:9](=[O:13])[N:8]([CH2:14][CH:15]([C:20](=[O:21])[CH3:25])[C:16]([O:18][CH3:19])=[O:17])[C:7]2=[O:26])([O-:3])=[O:2]. (4) Given the reactants [Cl-].O[NH3+:3].[C:4](=[O:7])([O-])[OH:5].[Na+].CS(C)=O.[CH2:13]([C:15]1[N:16]=[C:17]([CH2:47][CH2:48][CH3:49])[N:18]([CH2:32][C:33]2[CH:38]=[CH:37][C:36]([C:39]3[C:40]([C:45]#[N:46])=[CH:41][CH:42]=[CH:43][CH:44]=3)=[CH:35][CH:34]=2)[C:19](=[O:31])[C:20]=1[C:21]1[CH:26]=[CH:25][C:24]([O:27][CH2:28][CH2:29][CH3:30])=[CH:23][CH:22]=1)[CH3:14], predict the reaction product. The product is: [CH2:13]([C:15]1[N:16]=[C:17]([CH2:47][CH2:48][CH3:49])[N:18]([CH2:32][C:33]2[CH:34]=[CH:35][C:36]([C:39]3[CH:44]=[CH:43][CH:42]=[CH:41][C:40]=3[C:45]3[NH:3][C:4](=[O:7])[O:5][N:46]=3)=[CH:37][CH:38]=2)[C:19](=[O:31])[C:20]=1[C:21]1[CH:22]=[CH:23][C:24]([O:27][CH2:28][CH2:29][CH3:30])=[CH:25][CH:26]=1)[CH3:14]. (5) Given the reactants Cl[C:2]1[CH:23]=[CH:22][C:5]([C:6]([NH:8][C:9]2[CH:14]=[CH:13][C:12]([Cl:15])=[C:11]([C:16]3[CH:21]=[CH:20][CH:19]=[CH:18][N:17]=3)[CH:10]=2)=[O:7])=[C:4]([CH3:24])[N:3]=1.[C:25]([N:28]1[CH2:33][CH2:32][NH:31][CH2:30][CH2:29]1)(=[O:27])[CH3:26], predict the reaction product. The product is: [C:25]([N:28]1[CH2:33][CH2:32][N:31]([C:2]2[CH:23]=[CH:22][C:5]([C:6]([NH:8][C:9]3[CH:14]=[CH:13][C:12]([Cl:15])=[C:11]([C:16]4[CH:21]=[CH:20][CH:19]=[CH:18][N:17]=4)[CH:10]=3)=[O:7])=[C:4]([CH3:24])[N:3]=2)[CH2:30][CH2:29]1)(=[O:27])[CH3:26]. (6) Given the reactants [CH2:1]([O:8][CH2:9][N:10]1[C:14]2[CH:15]=[N:16][N:17]([CH2:20][O:21][CH2:22][CH2:23][Si:24]([CH3:27])([CH3:26])[CH3:25])[C:18](=[O:19])[C:13]=2[CH:12]=[C:11]1Br)[C:2]1[CH:7]=[CH:6][CH:5]=[CH:4][CH:3]=1.CO.C(=O)([O-])[O-].[K+].[K+].[H][H], predict the reaction product. The product is: [CH2:1]([O:8][CH2:9][N:10]1[C:14]2[CH:15]=[N:16][N:17]([CH2:20][O:21][CH2:22][CH2:23][Si:24]([CH3:27])([CH3:26])[CH3:25])[C:18](=[O:19])[C:13]=2[CH:12]=[CH:11]1)[C:2]1[CH:3]=[CH:4][CH:5]=[CH:6][CH:7]=1. (7) Given the reactants [CH2:1]([O:4][C:5](=[O:61])[C:6]1[CH:11]=[CH:10][C:9]([NH:12][C:13](=[O:54])[C:14]2[CH:19]=[CH:18][C:17]([NH:20][C:21](=[O:47])[C:22]3[CH:27]=[CH:26][C:25]([NH:28][C:29](=[O:46])[C@@H:30]([NH:34][C:35](=[O:45])[C:36]4[CH:41]=[CH:40][C:39]([N+:42]([O-])=O)=[CH:38][N:37]=4)[CH2:31][C:32]#[N:33])=[CH:24][CH:23]=3)=[C:16]([O:48][CH3:49])[C:15]=2[O:50][CH2:51][CH:52]=[CH2:53])=[C:8]([O:55][CH3:56])[C:7]=1[O:57][CH2:58][CH:59]=[CH2:60])[CH:2]=[CH2:3].Cl[Sn]Cl.O, predict the reaction product. The product is: [CH2:58]([O:57][C:7]1[C:8]([O:55][CH3:56])=[C:9]([NH:12][C:13](=[O:54])[C:14]2[CH:19]=[CH:18][C:17]([NH:20][C:21](=[O:47])[C:22]3[CH:27]=[CH:26][C:25]([NH:28][C:29](=[O:46])[C@@H:30]([NH:34][C:35]([C:36]4[CH:41]=[CH:40][C:39]([NH2:42])=[CH:38][N:37]=4)=[O:45])[CH2:31][C:32]#[N:33])=[CH:24][CH:23]=3)=[C:16]([O:48][CH3:49])[C:15]=2[O:50][CH2:51][CH:52]=[CH2:53])[CH:10]=[CH:11][C:6]=1[C:5]([O:4][CH2:1][CH:2]=[CH2:3])=[O:61])[CH:59]=[CH2:60]. (8) Given the reactants Br[C:2]1[CH:11]=[CH:10][CH:9]=[C:8]2[C:3]=1[CH:4]=[CH:5][N:6]=[CH:7]2.[CH3:12][CH2:13][O:14][C:15]([CH:17]([NH2:19])[CH3:18])=[O:16].Cl.C([O-])([O-])=O.[Cs+].[Cs+].CC(C1C=C(C(C)C)C(C2C(P(C3CCCCC3)C3CCCCC3)=C(OC)C=CC=2OC)=C(C(C)C)C=1)C, predict the reaction product. The product is: [CH2:13]([O:14][C:15](=[O:16])[C@@H:17]([NH:19][C:2]1[CH:11]=[CH:10][CH:9]=[C:8]2[C:3]=1[CH:4]=[CH:5][N:6]=[CH:7]2)[CH3:18])[CH3:12]. (9) Given the reactants Br[CH:2]1[CH2:8][CH2:7][CH2:6][C:5]2[CH:9]=[C:10]([N:13]3[CH2:17][C@H:16]([CH2:18][NH:19][C:20](=[O:22])[CH3:21])[O:15][C:14]3=[O:23])[CH:11]=[CH:12][C:4]=2[C:3]1=O.[C:25]([NH2:28])(=[S:27])[CH3:26].C(=O)(O)[O-].[Na+], predict the reaction product. The product is: [CH3:26][C:25]1[S:27][C:2]2[CH2:8][CH2:7][CH2:6][C:5]3[CH:9]=[C:10]([N:13]4[CH2:17][C@H:16]([CH2:18][NH:19][C:20](=[O:22])[CH3:21])[O:15][C:14]4=[O:23])[CH:11]=[CH:12][C:4]=3[C:3]=2[N:28]=1.